Task: Predict which catalyst facilitates the given reaction.. Dataset: Catalyst prediction with 721,799 reactions and 888 catalyst types from USPTO (1) Reactant: [CH3:1][O:2][C:3](=[O:13])[C@@H:4]([NH2:12])[CH2:5][CH:6]1[CH2:11][CH2:10][CH2:9][CH2:8][CH2:7]1.C(N(CC)C(C)C)(C)C.C([O:25][C:26](=O)/[CH:27]=[C:28](/[O:31][C:32]1[CH:37]=[C:36]([Cl:38])[CH:35]=[CH:34][C:33]=1[Cl:39])\[CH2:29]Br)C. Product: [CH3:1][O:2][C:3](=[O:13])[C@@H:4]([N:12]1[CH2:29][C:28]([O:31][C:32]2[CH:37]=[C:36]([Cl:38])[CH:35]=[CH:34][C:33]=2[Cl:39])=[CH:27][C:26]1=[O:25])[CH2:5][CH:6]1[CH2:11][CH2:10][CH2:9][CH2:8][CH2:7]1. The catalyst class is: 9. (2) Reactant: [CH3:1][O:2][C:3]1[CH:4]=[CH:5][C:6]([CH3:9])=[N:7][CH:8]=1.ClC1C=C(C=CC=1)C(OO)=[O:15].CCOC(C)=O. Product: [CH3:1][O:2][C:3]1[CH:4]=[CH:5][C:6]([CH3:9])=[N+:7]([O-:15])[CH:8]=1. The catalyst class is: 2. (3) Reactant: [F:1][C:2]1[CH:7]=[C:6]([OH:8])[CH:5]=[CH:4][C:3]=1[CH:9]([CH3:14])[C:10]([O:12]C)=[O:11].[CH:15]12[O:20][CH:16]1[CH2:17][CH2:18][CH2:19]2.[H-].[Na+]. Product: [F:1][C:2]1[CH:7]=[C:6]([O:8][C@H:15]2[CH2:19][CH2:18][CH2:17][C@@H:16]2[OH:20])[CH:5]=[CH:4][C:3]=1[CH:9]([CH3:14])[C:10]([OH:12])=[O:11]. The catalyst class is: 3. (4) Reactant: COC1C=C(OC)C=CC=1C[N:6]1[C:15]2[CH:14]=[C:13]([C:16]3[C:17]([O:23][CH2:24][CH3:25])=[N:18][CH:19]=[CH:20][C:21]=3[CH3:22])[CH:12]=[CH:11][C:10]=2[C:9]2[N:26]([CH:29]3[CH2:34][CH2:33][O:32][CH2:31][CH2:30]3)[N:27]=[CH:28][C:8]=2[C:7]1=[O:35]. Product: [CH2:24]([O:23][C:17]1[C:16]([C:13]2[CH:12]=[CH:11][C:10]3[C:9]4[N:26]([CH:29]5[CH2:34][CH2:33][O:32][CH2:31][CH2:30]5)[N:27]=[CH:28][C:8]=4[C:7](=[O:35])[NH:6][C:15]=3[CH:14]=2)=[C:21]([CH3:22])[CH:20]=[CH:19][N:18]=1)[CH3:25]. The catalyst class is: 67.